Dataset: Reaction yield outcomes from USPTO patents with 853,638 reactions. Task: Predict the reaction yield, written as a fraction of the theoretical maximum amount of product (1.0 means a 100% yield; for example, 0.34 means a 34% yield). The reactants are Br[C:2]1[CH:3]=[CH:4][C:5]2[O:9][C:8]([CH:10]([NH:17][C:18]3[CH:23]=[CH:22][C:21]([C:24]([N:26]([CH3:34])[CH2:27][CH2:28][C:29]([O:31][CH2:32][CH3:33])=[O:30])=[O:25])=[CH:20][CH:19]=3)[CH:11]3[CH2:16][CH2:15][CH2:14][CH2:13][CH2:12]3)=[C:7]([CH3:35])[C:6]=2[CH:36]=1.[CH3:37][N:38]1[CH:42]=[C:41](B2OC(C)(C)C(C)(C)O2)[CH:40]=[N:39]1.C(=O)([O-])[O-].[K+].[K+]. The catalyst is CN(C)C(=O)C. The product is [CH:11]1([CH:10]([NH:17][C:18]2[CH:19]=[CH:20][C:21]([C:24]([N:26]([CH3:34])[CH2:27][CH2:28][C:29]([O:31][CH2:32][CH3:33])=[O:30])=[O:25])=[CH:22][CH:23]=2)[C:8]2[O:9][C:5]3[CH:4]=[CH:3][C:2]([C:41]4[CH:40]=[N:39][N:38]([CH3:37])[CH:42]=4)=[CH:36][C:6]=3[C:7]=2[CH3:35])[CH2:16][CH2:15][CH2:14][CH2:13][CH2:12]1. The yield is 0.390.